This data is from Full USPTO retrosynthesis dataset with 1.9M reactions from patents (1976-2016). The task is: Predict the reactants needed to synthesize the given product. Given the product [NH2:25][C:22]1[N:21]=[CH:20][C:19]([C:18]#[C:17][C:13]2[CH:12]=[C:11]([NH:10][C:35]([C:33]3[N:32]([CH3:38])[N:31]=[C:30]([C:26]([CH3:29])([CH3:28])[CH3:27])[CH:34]=3)=[O:36])[CH:16]=[N:15][CH:14]=2)=[CH:24][N:23]=1, predict the reactants needed to synthesize it. The reactants are: CCN(C(C)C)C(C)C.[NH2:10][C:11]1[CH:12]=[C:13]([C:17]#[C:18][C:19]2[CH:20]=[N:21][C:22]([NH2:25])=[N:23][CH:24]=2)[CH:14]=[N:15][CH:16]=1.[C:26]([C:30]1[CH:34]=[C:33]([C:35](O)=[O:36])[N:32]([CH3:38])[N:31]=1)([CH3:29])([CH3:28])[CH3:27].CN(C(ON1N=NC2C=CC=CC1=2)=[N+](C)C)C.F[P-](F)(F)(F)(F)F.[OH-].[Na+].